From a dataset of Catalyst prediction with 721,799 reactions and 888 catalyst types from USPTO. Predict which catalyst facilitates the given reaction. (1) Reactant: [Cl:1][C:2]1[CH:3]=[C:4]([CH:7]=[CH:8][C:9]=1[CH3:10])[C:5]#[N:6].C1C(=O)N([Br:18])C(=O)C1.C(OOC(=O)C1C=CC=CC=1)(=O)C1C=CC=CC=1. The catalyst class is: 53. Product: [Br:18][CH2:10][C:9]1[CH:8]=[CH:7][C:4]([C:5]#[N:6])=[CH:3][C:2]=1[Cl:1]. (2) Reactant: Cl.[CH3:2][O:3][C:4]1[CH:5]=[C:6]2[C:11](=[C:12]3[CH2:16][C:15]([CH3:18])([CH3:17])[O:14][C:13]=13)[C:10]([C:19]1[CH:20]=[C:21]([CH:25]=[CH:26][CH:27]=1)[C:22](O)=[O:23])=[N:9][C:8]([CH3:29])([CH3:28])[CH2:7]2.S(Cl)(Cl)=O.[NH2:34][C:35]1[C:40]([Cl:41])=[CH:39][N:38]=[CH:37][C:36]=1[Cl:42].[H-].[Na+]. Product: [Cl:42][C:36]1[CH:37]=[N:38][CH:39]=[C:40]([Cl:41])[C:35]=1[NH:34][C:22](=[O:23])[C:21]1[CH:25]=[CH:26][CH:27]=[C:19]([C:10]2[C:11]3[C:6](=[CH:5][C:4]([O:3][CH3:2])=[C:13]4[O:14][C:15]([CH3:18])([CH3:17])[CH2:16][C:12]4=3)[CH2:7][C:8]([CH3:28])([CH3:29])[N:9]=2)[CH:20]=1. The catalyst class is: 9. (3) Reactant: [O:1]([C:8]1[C:9]2[N:16]([CH2:17][CH:18](O)O)[CH:15]=[CH:14][C:10]=2[N:11]=[CH:12][N:13]=1)[C:2]1[CH:7]=[CH:6][CH:5]=[CH:4][CH:3]=1.[CH3:21][S:22]([CH2:25][CH2:26][NH2:27])(=[O:24])=[O:23].C(O[BH-](OC(=O)C)OC(=O)C)(=O)C.[Na+]. Product: [CH3:21][S:22]([CH2:25][CH2:26][NH:27][CH2:18][CH2:17][N:16]1[C:9]2[C:8]([O:1][C:2]3[CH:7]=[CH:6][CH:5]=[CH:4][CH:3]=3)=[N:13][CH:12]=[N:11][C:10]=2[CH:14]=[CH:15]1)(=[O:24])=[O:23]. The catalyst class is: 875. (4) Reactant: C([N:8](CC1C=CC=CC=1)[C:9]1[N:17]=[CH:16][N:15]=[C:14]2[C:10]=1[NH:11][C:12](=[O:31])[N:13]2[CH2:18][C@@H:19]1[CH2:23][CH2:22][CH2:21][N:20]1[C:24]([O:26][C:27]([CH3:30])([CH3:29])[CH3:28])=[O:25])C1C=CC=CC=1.[H][H]. Product: [C:27]([O:26][C:24]([N:20]1[CH2:21][CH2:22][CH2:23][C@H:19]1[CH2:18][N:13]1[C:12](=[O:31])[NH:11][C:10]2[C:14]1=[N:15][CH:16]=[N:17][C:9]=2[NH2:8])=[O:25])([CH3:30])([CH3:28])[CH3:29]. The catalyst class is: 285. (5) Reactant: C(OC(=O)[N:7]([CH2:34][C:35]1[CH:40]=[CH:39][CH:38]=[CH:37][CH:36]=1)[CH:8]1[CH2:13][CH2:12][C:11]([C:14]2[CH:15]=[C:16]3[C:22]([C:23](=[O:33])[CH2:24][C:25]4[CH:30]=[CH:29][CH:28]=[C:27]([F:31])[C:26]=4[F:32])=[CH:21][NH:20][C:17]3=[N:18][CH:19]=2)=[CH:10][CH2:9]1)(C)(C)C.C(O)(C(F)(F)F)=O. Product: [CH2:34]([NH:7][CH:8]1[CH2:13][CH2:12][CH:11]([C:14]2[CH:15]=[C:16]3[C:22]([C:23](=[O:33])[CH2:24][C:25]4[CH:30]=[CH:29][CH:28]=[C:27]([F:31])[C:26]=4[F:32])=[CH:21][NH:20][C:17]3=[N:18][CH:19]=2)[CH2:10][CH2:9]1)[C:35]1[CH:40]=[CH:39][CH:38]=[CH:37][CH:36]=1. The catalyst class is: 2. (6) Reactant: Br[CH2:2][CH2:3][O:4][CH3:5].[Br:6][C:7]1[CH:12]=[C:11]([F:13])[CH:10]=[CH:9][C:8]=1[OH:14].C([O-])([O-])=O.[K+].[K+]. Product: [Br:6][C:7]1[CH:12]=[C:11]([F:13])[CH:10]=[CH:9][C:8]=1[O:14][CH2:2][CH2:3][O:4][CH3:5]. The catalyst class is: 23. (7) Reactant: [C:1]([O:5][C:6]([NH:8][C@@:9]([C:21](=[O:23])[NH2:22])([CH2:15][C:16](OCC)=[O:17])[C:10]([O:12][CH2:13][CH3:14])=[O:11])=[O:7])([CH3:4])([CH3:3])[CH3:2].C(=O)([O-])[O-].[K+].[K+].Cl. Product: [C:1]([O:5][C:6]([NH:8][C@:9]1([C:10]([O:12][CH2:13][CH3:14])=[O:11])[CH2:15][C:16](=[O:17])[NH:22][C:21]1=[O:23])=[O:7])([CH3:4])([CH3:3])[CH3:2]. The catalyst class is: 95. (8) Reactant: [CH:1]1[CH:6]=[C:5]2[C:7]([NH:9][C:10](=[O:11])[C:4]2=[CH:3][CH:2]=1)=[O:8].[O:12]1[C@@H:14]([CH2:15][CH3:16])[CH2:13]1.C([O-])([O-])=O.[K+].[K+]. Product: [OH:12][C@@H:14]([CH2:15][CH3:16])[CH2:13][N:9]1[C:7](=[O:8])[C:5]2[C:4](=[CH:3][CH:2]=[CH:1][CH:6]=2)[C:10]1=[O:11]. The catalyst class is: 18. (9) Reactant: FC(F)(F)C([O-])=O.[F:8][C:9]1[C:10]([C:25]([NH:27][CH3:28])=[O:26])=[CH:11][C:12]2[NH:16][C:15](=[O:17])[N:14]([CH:18]3[CH2:23][CH2:22][NH2+:21][CH2:20][CH2:19]3)[C:13]=2[CH:24]=1.Cl[CH2:30][C:31]([CH:33]1[CH2:38][CH2:37][CH:36]([CH3:39])[CH2:35][CH2:34]1)=[O:32]. Product: [F:8][C:9]1[C:10]([C:25]([NH:27][CH3:28])=[O:26])=[CH:11][C:12]2[NH:16][C:15](=[O:17])[N:14]([CH:18]3[CH2:19][CH2:20][N:21]([CH2:30][C:31]([CH:33]4[CH2:38][CH2:37][CH:36]([CH3:39])[CH2:35][CH2:34]4)=[O:32])[CH2:22][CH2:23]3)[C:13]=2[CH:24]=1. The catalyst class is: 18. (10) Reactant: Br[CH2:2][C:3]1[S:11][C:10]2[C:9]([N:12]3[CH2:17][CH2:16][O:15][CH2:14][CH2:13]3)=[N:8][C:7]([Cl:18])=[N:6][C:5]=2[CH:4]=1.[O:19]1[C:23]2([CH2:28][CH2:27][NH:26][CH2:25][CH2:24]2)[O:22][CH2:21][CH2:20]1.C(=O)([O-])[O-].[Cs+].[Cs+]. Product: [Cl:18][C:7]1[N:8]=[C:9]([N:12]2[CH2:17][CH2:16][O:15][CH2:14][CH2:13]2)[C:10]2[S:11][C:3]([CH2:2][N:26]3[CH2:27][CH2:28][C:23]4([O:22][CH2:21][CH2:20][O:19]4)[CH2:24][CH2:25]3)=[CH:4][C:5]=2[N:6]=1. The catalyst class is: 18.